Dataset: Full USPTO retrosynthesis dataset with 1.9M reactions from patents (1976-2016). Task: Predict the reactants needed to synthesize the given product. (1) Given the product [CH3:13][C:8]1([CH3:12])[O:7][CH2:6][C:5]2[O:4][CH:3]=[C:2]([C:14]([O:16][CH2:17][CH3:18])=[O:15])[C:10]=2[C:9]1=[O:11], predict the reactants needed to synthesize it. The reactants are: O[C:2]1([C:14]([O:16][CH2:17][CH3:18])=[O:15])[C:10]2[C:9](=[O:11])[C:8]([CH3:13])([CH3:12])[O:7][CH2:6][C:5]=2[O:4][CH2:3]1.C(N(CC)CC)C.CS(Cl)(=O)=O. (2) Given the product [Br:1][C:2]1[CH:3]=[C:4]2[C:8](=[C:9]([C:12]([OH:14])=[O:13])[C:10]=1[F:11])[NH:7][CH2:6][CH2:5]2, predict the reactants needed to synthesize it. The reactants are: [Br:1][C:2]1[CH:3]=[C:4]2[C:8](=[C:9]([C:12]([OH:14])=[O:13])[C:10]=1[F:11])[N:7](C(OC(C)(C)C)=O)[CH2:6][CH2:5]2.C(O)(C(F)(F)F)=O. (3) Given the product [CH3:11][C:12]1[CH:17]=[C:16]([CH3:18])[N:15]=[C:14]([NH:19][C:8]([C:6]2[O:7][C:3]([CH:1]=[O:2])=[CH:4][CH:5]=2)=[O:10])[CH:13]=1, predict the reactants needed to synthesize it. The reactants are: [CH:1]([C:3]1[O:7][C:6]([C:8]([OH:10])=O)=[CH:5][CH:4]=1)=[O:2].[CH3:11][C:12]1[CH:17]=[C:16]([CH3:18])[N:15]=[C:14]([NH2:19])[CH:13]=1. (4) Given the product [OH:26][CH:13]([CH2:14][O:15][C:16]1[CH:25]=[CH:24][CH:23]=[C:22]2[C:17]=1[CH:18]=[CH:19][CH:20]=[N:21]2)[CH2:12][N:8]1[CH2:9][CH2:10][CH2:11][C@@H:6]([C:4]([O-:5])=[O:3])[CH2:7]1.[Li+:31], predict the reactants needed to synthesize it. The reactants are: C([O:3][C:4]([C@@H:6]1[CH2:11][CH2:10][CH2:9][N:8]([CH2:12][CH:13]([OH:26])[CH2:14][O:15][C:16]2[CH:25]=[CH:24][CH:23]=[C:22]3[C:17]=2[CH:18]=[CH:19][CH:20]=[N:21]3)[CH2:7]1)=[O:5])C.O.CO.[OH-].[Li+:31]. (5) Given the product [NH2:20][C:19]1[NH:24][N:23]=[C:17]([NH:16][C:4]2[CH:5]=[C:6]([Cl:15])[C:7]([C:8]([N:10]3[CH2:11][CH2:12][CH2:13][CH2:14]3)=[O:9])=[C:2]([Cl:1])[CH:3]=2)[N:18]=1, predict the reactants needed to synthesize it. The reactants are: [Cl:1][C:2]1[CH:3]=[C:4]([NH:16][CH2:17][N:18](SC)[C:19]#[N:20])[CH:5]=[C:6]([Cl:15])[C:7]=1[C:8]([N:10]1[CH2:14][CH2:13][CH2:12][CH2:11]1)=[O:9].[NH2:23][NH2:24]. (6) The reactants are: C[O:2][C:3](=O)[CH:4]([CH3:28])[CH2:5][C:6]1[CH:27]=[CH:26][C:9]2[C:10]3[N:14]([CH2:15][CH2:16][O:17][C:8]=2[CH:7]=1)[CH:13]=[C:12]([C:18]1[N:19]([CH:23]([CH3:25])[CH3:24])[N:20]=[CH:21][N:22]=1)[N:11]=3.O.[OH-].[Li+].C[N:34](C(ON1N=NC2C=CC=NC1=2)=[N+](C)C)C.F[P-](F)(F)(F)(F)F.[Cl-].[NH4+].C(N(CC)CC)C. Given the product [CH:23]([N:19]1[C:18]([C:12]2[N:11]=[C:10]3[C:9]4[CH:26]=[CH:27][C:6]([CH2:5][CH:4]([CH3:28])[C:3]([NH2:34])=[O:2])=[CH:7][C:8]=4[O:17][CH2:16][CH2:15][N:14]3[CH:13]=2)=[N:22][CH:21]=[N:20]1)([CH3:25])[CH3:24], predict the reactants needed to synthesize it. (7) The reactants are: FC(F)(F)C(O)=O.FC(F)(F)C(O)=O.[Cl:15][C:16]1[C:17]([N:29]2[CH2:34][CH2:33][NH:32][CH2:31][CH2:30]2)=[N:18][CH:19]=[C:20]([C:22]2[N:26]=[C:25]([CH2:27][CH3:28])[O:24][N:23]=2)[CH:21]=1.[Cl:35][C:36]1[S:40][C:39]([S:41]([NH:44][C:45](=O)[O:46]CC(Cl)(Cl)Cl)(=[O:43])=[O:42])=[CH:38][CH:37]=1.CCN(C(C)C)C(C)C.CCOC(C)=O. Given the product [Cl:15][C:16]1[C:17]([N:29]2[CH2:34][CH2:33][N:32]([C:45]([NH:44][S:41]([C:39]3[S:40][C:36]([Cl:35])=[CH:37][CH:38]=3)(=[O:43])=[O:42])=[O:46])[CH2:31][CH2:30]2)=[N:18][CH:19]=[C:20]([C:22]2[N:26]=[C:25]([CH2:27][CH3:28])[O:24][N:23]=2)[CH:21]=1, predict the reactants needed to synthesize it. (8) Given the product [O:1]([CH2:5][CH2:6][O:7][C:8]1[C:9]([O:22][CH2:23][CH2:24][O:25][CH3:26])=[CH:10][C:11]([NH2:19])=[C:12]([CH:18]=1)[C:13]([O:15][CH2:16][CH3:17])=[O:14])[C:2]([CH3:4])=[O:3], predict the reactants needed to synthesize it. The reactants are: [O:1]([CH2:5][CH2:6][O:7][C:8]1[C:9]([O:22][CH2:23][CH2:24][O:25][CH3:26])=[CH:10][C:11]([N+:19]([O-])=O)=[C:12]([CH:18]=1)[C:13]([O:15][CH2:16][CH3:17])=[O:14])[C:2]([CH3:4])=[O:3].O.Cl. (9) Given the product [Cl:1][C:2]1[N:7]=[C:6]([C:8]([CH:10]2[CH2:11][CH2:12]2)([OH:9])[CH3:13])[CH:5]=[CH:4][N:3]=1, predict the reactants needed to synthesize it. The reactants are: [Cl:1][C:2]1[N:7]=[C:6]([C:8]([CH:10]2[CH2:12][CH2:11]2)=[O:9])[CH:5]=[CH:4][N:3]=1.[CH3:13][Mg]Cl.